This data is from Peptide-MHC class I binding affinity with 185,985 pairs from IEDB/IMGT. The task is: Regression. Given a peptide amino acid sequence and an MHC pseudo amino acid sequence, predict their binding affinity value. This is MHC class I binding data. The peptide sequence is YDIKVSARV. The MHC is Patr-B0101 with pseudo-sequence Patr-B0101. The binding affinity (normalized) is 0.